From a dataset of Forward reaction prediction with 1.9M reactions from USPTO patents (1976-2016). Predict the product of the given reaction. (1) Given the reactants C([O-])=O.[NH4+].C([N:12]1[CH2:17][CH2:16][CH:15]([NH:18][C:19]2[CH:39]=[C:38]([C:40]([F:43])([F:42])[F:41])[CH:37]=[CH:36][C:20]=2[C:21]([NH:23][C:24]2[CH:33]=[C:32]3[C:27]([CH2:28][CH2:29][C:30](=[O:35])[N:31]3[CH3:34])=[CH:26][CH:25]=2)=[O:22])[CH2:14][CH2:13]1)C1C=CC=CC=1, predict the reaction product. The product is: [CH3:34][N:31]1[C:32]2[C:27](=[CH:26][CH:25]=[C:24]([NH:23][C:21](=[O:22])[C:20]3[CH:36]=[CH:37][C:38]([C:40]([F:42])([F:43])[F:41])=[CH:39][C:19]=3[NH:18][CH:15]3[CH2:16][CH2:17][NH:12][CH2:13][CH2:14]3)[CH:33]=2)[CH2:28][CH2:29][C:30]1=[O:35]. (2) Given the reactants Cl[C:2]1[CH:7]=[CH:6][C:5]([C@@H:8]2[CH2:12][CH2:11][CH2:10][N:9]2[CH3:13])=[CH:4][N:3]=1.C1(P(C2CCCCC2)C2C=CC=CC=2C2C=CC=CC=2)CCCCC1.[Li+].C[Si]([N-:44][Si](C)(C)C)(C)C.[NH4+].[Cl-], predict the reaction product. The product is: [CH3:13][N:9]1[CH2:10][CH2:11][CH2:12][C@H:8]1[C:5]1[CH:6]=[CH:7][C:2]([NH2:44])=[N:3][CH:4]=1. (3) Given the reactants C(OC([N:8]1[C:12]2[CH:13]=[CH:14][CH:15]=[CH:16][C:11]=2[N:10]=[C:9]1[CH2:17][NH:18][CH:19]1[C:28]2[N:27]=[CH:26][CH:25]=[CH:24][C:23]=2[CH2:22][CH2:21][CH2:20]1)=O)(C)(C)C.[CH:29]([C:31]1[CH:40]=[CH:39][C:34]([C:35]([O:37][CH3:38])=[O:36])=[CH:33][CH:32]=1)=O.[BH-](OC(C)=O)(OC(C)=O)OC(C)=O.[Na+].C(=O)(O)[O-].[Na+], predict the reaction product. The product is: [CH3:38][O:37][C:35](=[O:36])[C:34]1[CH:39]=[CH:40][C:31]([CH2:29][N:18]([CH2:17][C:9]2[NH:8][C:12]3[CH:13]=[CH:14][CH:15]=[CH:16][C:11]=3[N:10]=2)[CH:19]2[C:28]3[N:27]=[CH:26][CH:25]=[CH:24][C:23]=3[CH2:22][CH2:21][CH2:20]2)=[CH:32][CH:33]=1. (4) Given the reactants [CH3:1][O:2][C:3](=[O:20])[C:4]1[CH:9]=[C:8]([C:10]([F:13])([F:12])[F:11])[C:7]([O:14]COC)=[C:6]([O:18][CH3:19])[CH:5]=1.Cl, predict the reaction product. The product is: [CH3:1][O:2][C:3](=[O:20])[C:4]1[CH:9]=[C:8]([C:10]([F:13])([F:12])[F:11])[C:7]([OH:14])=[C:6]([O:18][CH3:19])[CH:5]=1. (5) Given the reactants C1(P(C2C=CC=CC=2)C2C=CC=CC=2)C=CC=CC=1.I[C:21]1[C:29]2[C:24](=[CH:25][CH:26]=[C:27]([N+:30]([O-:32])=[O:31])[CH:28]=2)[N:23]([CH2:33][O:34][CH2:35][CH2:36][Si:37]([CH3:40])([CH3:39])[CH3:38])[N:22]=1.[C:41]1([C:47]#[CH:48])[CH:46]=[CH:45][CH:44]=[CH:43][CH:42]=1.C(N(CC)CC)C, predict the reaction product. The product is: [N+:30]([C:27]1[CH:28]=[C:29]2[C:24](=[CH:25][CH:26]=1)[N:23]([CH2:33][O:34][CH2:35][CH2:36][Si:37]([CH3:40])([CH3:39])[CH3:38])[N:22]=[C:21]2[C:48]#[C:47][C:41]1[CH:46]=[CH:45][CH:44]=[CH:43][CH:42]=1)([O-:32])=[O:31]. (6) Given the reactants [Br:1][C:2]1[CH:3]=[C:4]([CH:8]=[C:9]([CH2:11][O:12][CH2:13][C:14]2([C:27]3[CH:32]=[CH:31][CH:30]=[CH:29][CH:28]=3)[CH2:19][CH2:18][N:17]([C:20]([O:22][C:23]([CH3:26])([CH3:25])[CH3:24])=[O:21])[CH2:16][CH2:15]2)[CH:10]=1)[C:5](O)=[O:6].[CH3:33][NH:34][CH3:35].C(N(CC)C(C)C)(C)C.C1CN([P+](ON2N=NC3C=CC=CC2=3)(N2CCCC2)N2CCCC2)CC1.F[P-](F)(F)(F)(F)F, predict the reaction product. The product is: [Br:1][C:2]1[CH:10]=[C:9]([CH:8]=[C:4]([C:5](=[O:6])[N:34]([CH3:35])[CH3:33])[CH:3]=1)[CH2:11][O:12][CH2:13][C:14]1([C:27]2[CH:32]=[CH:31][CH:30]=[CH:29][CH:28]=2)[CH2:19][CH2:18][N:17]([C:20]([O:22][C:23]([CH3:24])([CH3:26])[CH3:25])=[O:21])[CH2:16][CH2:15]1. (7) Given the reactants [C:1]([O:6][CH2:7][CH2:8][CH2:9]O)(=[O:5])[C:2]([CH3:4])=[CH2:3].[Na].C([O:24]S([O-])(=O)=O)CCCCCCCCCCC.S(OOS([O-])(=O)=O)([O-])(=O)=O.[K+].[K+], predict the reaction product. The product is: [CH3:9][CH:8]([OH:24])[CH2:7][O:6][C:1]([C:2]([CH3:4])=[CH2:3])=[O:5].